From a dataset of Forward reaction prediction with 1.9M reactions from USPTO patents (1976-2016). Predict the product of the given reaction. Given the reactants [Cl:1][C:2]1[CH:9]=[CH:8][C:5]([CH:6]=[O:7])=[CH:4][CH:3]=1.[CH2:10]([Zn]CC)[CH3:11].CCCCCC.[NH4+].[Cl-].Cl, predict the reaction product. The product is: [Cl:1][C:2]1[CH:9]=[CH:8][C:5]([CH:6]([OH:7])[CH2:10][CH3:11])=[CH:4][CH:3]=1.